From a dataset of Full USPTO retrosynthesis dataset with 1.9M reactions from patents (1976-2016). Predict the reactants needed to synthesize the given product. (1) Given the product [I:1][C:2]1[CH:3]=[CH:4][C:5]([N:8]2[CH2:9][C:10]3([CH2:14][N:13]([CH:17]4[CH2:18][O:15][CH2:16]4)[CH2:12]3)[CH2:11]2)=[CH:6][CH:7]=1, predict the reactants needed to synthesize it. The reactants are: [I:1][C:2]1[CH:7]=[CH:6][C:5]([N:8]2[CH2:11][C:10]3([CH2:14][NH:13][CH2:12]3)[CH2:9]2)=[CH:4][CH:3]=1.[O:15]1[CH2:18][C:17](=O)[CH2:16]1.[BH-](OC(C)=O)(OC(C)=O)OC(C)=O.[Na+]. (2) Given the product [OH:29][C:15]1[C:14]([C:12]2[O:13][C:9]([CH2:8][N:5]3[CH2:4][CH2:3][N:2]([CH3:1])[CH2:7][CH2:6]3)=[N:10][N:11]=2)=[CH:19][N:18]=[C:17]([NH:20][CH2:21][CH2:22][C:23]2[CH:24]=[CH:25][N:26]=[CH:27][CH:28]=2)[N:16]=1, predict the reactants needed to synthesize it. The reactants are: [CH3:1][N:2]1[CH2:7][CH2:6][N:5]([CH2:8][C:9]2[O:13][C:12]([C:14]3[C:15]([O:29]CC[Si](C)(C)C)=[N:16][C:17]([NH:20][CH2:21][CH2:22][C:23]4[CH:28]=[CH:27][N:26]=[CH:25][CH:24]=4)=[N:18][CH:19]=3)=[N:11][N:10]=2)[CH2:4][CH2:3]1.CCCC[N+](CCCC)(CCCC)CCCC.[F-].C1COCC1. (3) Given the product [NH2:20][CH2:19][C:16]1[C:17]([NH2:18])=[N:5][C:4]([C:3]2[CH:7]=[CH:8][C:9]([F:11])=[CH:10][C:2]=2[Cl:1])=[N:6][C:15]=1[C:14]1[CH:21]=[CH:22][C:23]([Cl:25])=[CH:24][C:13]=1[Cl:12], predict the reactants needed to synthesize it. The reactants are: [Cl:1][C:2]1[CH:10]=[C:9]([F:11])[CH:8]=[CH:7][C:3]=1[C:4]([NH2:6])=[NH:5].[Cl:12][C:13]1[CH:24]=[C:23]([Cl:25])[CH:22]=[CH:21][C:14]=1[CH:15]=[C:16]([C:19]#[N:20])[C:17]#[N:18]. (4) Given the product [CH3:8][C@@H:7]([CH2:9][CH3:10])[C@H:5]([NH:6][C:13]([O:15][C:16]1[CH:17]=[CH:18][C:19]([N+:22]([O-:24])=[O:23])=[CH:20][CH:21]=1)=[O:14])[C:4]([O:3][CH3:2])=[O:11], predict the reactants needed to synthesize it. The reactants are: Cl.[CH3:2][O:3][C:4](=[O:11])[C@H:5]([C@H:7]([CH2:9][CH3:10])[CH3:8])[NH2:6].Cl[C:13]([O:15][C:16]1[CH:21]=[CH:20][C:19]([N+:22]([O-:24])=[O:23])=[CH:18][CH:17]=1)=[O:14].CN1CCOCC1. (5) The reactants are: [BH4-].[Na+].[Cl:3][C:4]1[CH:27]=[CH:26][C:7]([C:8]([C:10]2[CH:11]=[C:12]3[C:17](=[CH:18][CH:19]=2)[NH:16][C:15](=[O:20])[CH:14]=[C:13]3[N:21]2[CH:25]=[CH:24][N:23]=[CH:22]2)=[O:9])=[CH:6][CH:5]=1.O. Given the product [Cl:3][C:4]1[CH:27]=[CH:26][C:7]([CH:8]([OH:9])[C:10]2[CH:11]=[C:12]3[C:17](=[CH:18][CH:19]=2)[NH:16][C:15](=[O:20])[CH:14]=[C:13]3[N:21]2[CH:25]=[CH:24][N:23]=[CH:22]2)=[CH:6][CH:5]=1, predict the reactants needed to synthesize it.